Task: Predict the product of the given reaction.. Dataset: Forward reaction prediction with 1.9M reactions from USPTO patents (1976-2016) (1) Given the reactants [C:1]([C:4]1[S:8][C:7]([C:9]([OH:11])=O)=[CH:6][CH:5]=1)(=[O:3])[CH3:2].CCN=C=NCCCN(C)C.C1C=CC2N(O)N=NC=2C=1.Cl.[CH3:34][NH:35][O:36][CH3:37].CN1CCOCC1, predict the reaction product. The product is: [C:1]([C:4]1[S:8][C:7]([C:9]([N:35]([O:36][CH3:37])[CH3:34])=[O:11])=[CH:6][CH:5]=1)(=[O:3])[CH3:2]. (2) Given the reactants [NH2:1][C@H:2]([C:5]1[CH:10]=[CH:9][CH:8]=[CH:7][CH:6]=1)[CH2:3][OH:4].CCN(CC)CC.[Cl:18][CH2:19][C:20](Cl)=[O:21], predict the reaction product. The product is: [Cl:18][CH2:19][C:20]([NH:1][C@H:2]([C:5]1[CH:10]=[CH:9][CH:8]=[CH:7][CH:6]=1)[CH2:3][OH:4])=[O:21]. (3) Given the reactants [F:1][C:2]([F:16])([F:15])[O:3][C:4]1[CH:5]=[C:6]2[C:11](=[C:12]([NH2:14])[CH:13]=1)[N:10]=[CH:9][CH:8]=[CH:7]2.[F:17][C:18]([F:30])([F:29])[C:19]1[N:24]=[CH:23][C:22]([S:25](Cl)(=[O:27])=[O:26])=[CH:21][CH:20]=1.N1C=CC=CC=1, predict the reaction product. The product is: [F:16][C:2]([F:1])([F:15])[O:3][C:4]1[CH:5]=[C:6]2[C:11](=[C:12]([NH:14][S:25]([C:22]3[CH:23]=[N:24][C:19]([C:18]([F:30])([F:17])[F:29])=[CH:20][CH:21]=3)(=[O:27])=[O:26])[CH:13]=1)[N:10]=[CH:9][CH:8]=[CH:7]2.